This data is from Full USPTO retrosynthesis dataset with 1.9M reactions from patents (1976-2016). The task is: Predict the reactants needed to synthesize the given product. (1) The reactants are: [CH2:1]([O:5][CH2:6][CH2:7][O:8][C:9]1[CH:14]=[CH:13][C:12]([C:15]2[CH:16]=[CH:17][C:18]3[N:24]([CH2:25][CH:26]([CH3:28])[CH3:27])[CH2:23][CH2:22][C:21]([C:29]([NH:31][C:32]4[CH:37]=[CH:36][C:35]([S:38][CH2:39][C:40]5[CH:41]=[N:42][CH:43]=[CH:44][CH:45]=5)=[C:34]([O:46][CH3:47])[CH:33]=4)=[O:30])=[CH:20][C:19]=3[CH:48]=2)=[CH:11][CH:10]=1)[CH2:2][CH2:3][CH3:4].ClC1C=CC=C(C(OO)=[O:57])C=1.S([O-])([O-])(=O)=S.[Na+].[Na+]. Given the product [CH2:1]([O:5][CH2:6][CH2:7][O:8][C:9]1[CH:10]=[CH:11][C:12]([C:15]2[CH:16]=[CH:17][C:18]3[N:24]([CH2:25][CH:26]([CH3:27])[CH3:28])[CH2:23][CH2:22][C:21]([C:29]([NH:31][C:32]4[CH:37]=[CH:36][C:35]([S:38]([CH2:39][C:40]5[CH:41]=[N:42][CH:43]=[CH:44][CH:45]=5)=[O:57])=[C:34]([O:46][CH3:47])[CH:33]=4)=[O:30])=[CH:20][C:19]=3[CH:48]=2)=[CH:13][CH:14]=1)[CH2:2][CH2:3][CH3:4], predict the reactants needed to synthesize it. (2) Given the product [Cl:24][C:25]1[N:30]2[CH:31]=[C:32]([CH2:34][N:11]([CH:9]3[C:10]4[N:1]=[CH:2][CH:3]=[CH:4][C:5]=4[CH2:6][CH2:7][CH2:8]3)[CH2:12][CH2:13][CH2:14][CH2:15][NH2:16])[N:33]=[C:29]2[CH:28]=[CH:27][CH:26]=1, predict the reactants needed to synthesize it. The reactants are: [N:1]1[C:10]2[CH:9]([NH:11][CH2:12][CH2:13][CH2:14][CH2:15][NH:16]C(=O)OC(C)(C)C)[CH2:8][CH2:7][CH2:6][C:5]=2[CH:4]=[CH:3][CH:2]=1.[Cl:24][C:25]1[N:30]2[CH:31]=[C:32]([CH:34]=O)[N:33]=[C:29]2[CH:28]=[CH:27][CH:26]=1. (3) Given the product [ClH:22].[C:12]([C:15]1[CH:20]=[CH:19][C:18]([O:11][CH:10]2[CH2:9][CH2:8][NH:7][CH2:6][C:5]3[O:1][CH:2]=[CH:3][C:4]2=3)=[C:17]([Cl:22])[CH:16]=1)(=[O:14])[NH2:13], predict the reactants needed to synthesize it. The reactants are: [O:1]1[C:5]2[CH2:6][NH:7][CH2:8][CH2:9][CH:10]([OH:11])[C:4]=2[CH:3]=[CH:2]1.[C:12]([C:15]1[CH:20]=[CH:19][C:18](F)=[C:17]([Cl:22])[CH:16]=1)(=[O:14])[NH2:13]. (4) Given the product [F:23][C:3]1[C:2]([C:38]#[C:37][C@@:35]([OH:39])([C:32]2[CH:31]=[C:30]([CH3:29])[O:34][N:33]=2)[CH3:36])=[CH:22][C:6]2[C:7]3[N:8]([C:12]([C:18]([F:21])([F:20])[F:19])=[C:13]([C:15]([NH2:17])=[O:16])[N:14]=3)[CH2:9][CH2:10][O:11][C:5]=2[CH:4]=1, predict the reactants needed to synthesize it. The reactants are: Br[C:2]1[C:3]([F:23])=[CH:4][C:5]2[O:11][CH2:10][CH2:9][N:8]3[C:12]([C:18]([F:21])([F:20])[F:19])=[C:13]([C:15]([NH2:17])=[O:16])[N:14]=[C:7]3[C:6]=2[CH:22]=1.CN(C=O)C.[CH3:29][C:30]1[O:34][N:33]=[C:32]([C@:35]([OH:39])([C:37]#[CH:38])[CH3:36])[CH:31]=1.C(N(CC)CC)C. (5) Given the product [F:1][C@@:2]1([CH3:28])[CH2:6][N:5]([S:43]([C:40]2[CH:41]=[CH:42][C:37]([F:36])=[CH:38][CH:39]=2)(=[O:45])=[O:44])[C@H:4]([C:7]([NH:9][CH2:10][C:11]2[CH:16]=[C:15]([C:17]3[CH:18]=[CH:19][C:20]([O:23][C:24]([F:25])([F:26])[F:27])=[CH:21][CH:22]=3)[N:14]=[CH:13][N:12]=2)=[O:8])[CH2:3]1, predict the reactants needed to synthesize it. The reactants are: [F:1][C:2]1([CH3:28])[CH2:6][NH:5][C@H:4]([C:7]([NH:9][CH2:10][C:11]2[CH:16]=[C:15]([C:17]3[CH:22]=[CH:21][C:20]([O:23][C:24]([F:27])([F:26])[F:25])=[CH:19][CH:18]=3)[N:14]=[CH:13][N:12]=2)=[O:8])[CH2:3]1.C(N(CC)CC)C.[F:36][C:37]1[CH:42]=[CH:41][C:40]([S:43](Cl)(=[O:45])=[O:44])=[CH:39][CH:38]=1.